This data is from Forward reaction prediction with 1.9M reactions from USPTO patents (1976-2016). The task is: Predict the product of the given reaction. (1) Given the reactants [F:1][C:2]1[CH:12]=[CH:11][C:5]([O:6][CH2:7][C:8](Cl)=[O:9])=[CH:4][CH:3]=1.Cl.[CH3:14][NH:15][O:16][CH3:17], predict the reaction product. The product is: [CH3:17][O:16][N:15]([CH3:14])[C:8](=[O:9])[CH2:7][O:6][C:5]1[CH:11]=[CH:12][C:2]([F:1])=[CH:3][CH:4]=1. (2) Given the reactants B(Br)(Br)Br.C[O:6][C:7]1[CH:8]=[N:9][CH:10]=[C:11]([C:13]#[C:14][C:15]2[CH:20]=[CH:19][CH:18]=[CH:17][CH:16]=2)[CH:12]=1.C(=O)(O)[O-].[Na+], predict the reaction product. The product is: [OH:6][C:7]1[CH:8]=[N:9][CH:10]=[C:11]([C:13]#[C:14][C:15]2[CH:20]=[CH:19][CH:18]=[CH:17][CH:16]=2)[CH:12]=1. (3) Given the reactants [Cl:1][C:2]1[CH:7]=[CH:6][C:5]([CH:8]2[C:15]3[C:14]([CH3:16])=[N:13][N:12]([CH:17]4[CH2:19][CH2:18]4)[C:11]=3[C:10](=[O:20])[NH:9]2)=[CH:4][CH:3]=1.Br[C:22]1[CH:23]=[C:24]([CH3:32])[C:25]2[N:29]=[N:28][N:27]([CH3:30])[C:26]=2[CH:31]=1, predict the reaction product. The product is: [Cl:1][C:2]1[CH:7]=[CH:6][C:5]([CH:8]2[C:15]3[C:14]([CH3:16])=[N:13][N:12]([CH:17]4[CH2:19][CH2:18]4)[C:11]=3[C:10](=[O:20])[N:9]2[C:22]2[CH:23]=[C:24]([CH3:32])[C:25]3[N:29]=[N:28][N:27]([CH3:30])[C:26]=3[CH:31]=2)=[CH:4][CH:3]=1. (4) Given the reactants [NH2:1][C:2]1[CH:9]=[CH:8][CH:7]=[CH:6][C:3]=1[C:4]#[N:5].[I:10]Cl, predict the reaction product. The product is: [NH2:1][C:2]1[CH:9]=[CH:8][C:7]([I:10])=[CH:6][C:3]=1[C:4]#[N:5]. (5) Given the reactants [CH3:1][O:2][C:3]1[CH:4]=[C:5]([CH:8]=[CH:9][CH:10]=1)[C:6]#N.[CH2:11]([Mg]Br)[CH2:12][CH2:13][CH2:14][CH2:15][CH3:16].C([O:21]CC)C.Cl, predict the reaction product. The product is: [CH3:1][O:2][C:3]1[CH:4]=[C:5]([C:6](=[O:21])[CH2:11][CH2:12][CH2:13][CH2:14][CH2:15][CH3:16])[CH:8]=[CH:9][CH:10]=1. (6) Given the reactants [CH3:1][N:2]1[C:10]2[C:5](=[CH:6][C:7]([N+:11]([O-])=O)=[CH:8][CH:9]=2)[CH2:4][CH2:3]1, predict the reaction product. The product is: [CH3:1][N:2]1[C:10]2[C:5](=[CH:6][C:7]([NH2:11])=[CH:8][CH:9]=2)[CH2:4][CH2:3]1.